From a dataset of Catalyst prediction with 721,799 reactions and 888 catalyst types from USPTO. Predict which catalyst facilitates the given reaction. Reactant: [CH3:1][C:2]1[C:10]([CH3:12])([CH3:11])[C:9]2[C:4](=[CH:5][CH:6]=[CH:7][CH:8]=2)[N:3]=1.[Br:13][CH2:14][CH2:15][P:16](=[O:23])([O:20][CH2:21][CH3:22])[O:17][CH2:18][CH3:19].CO.O. Product: [Br-:13].[CH2:18]([O:17][P:16]([CH2:15][CH2:14][N+:3]1[C:4]2[C:9](=[CH:8][CH:7]=[CH:6][CH:5]=2)[C:10]([CH3:12])([CH3:11])[C:2]=1[CH3:1])([O:20][CH2:21][CH3:22])=[O:23])[CH3:19]. The catalyst class is: 24.